This data is from Forward reaction prediction with 1.9M reactions from USPTO patents (1976-2016). The task is: Predict the product of the given reaction. (1) Given the reactants [Br:1][C:2]1[CH:7]=[CH:6][C:5]([CH:8]([C:16]2[CH:21]=[CH:20][C:19]([Cl:22])=[CH:18][C:17]=2[CH3:23])[CH2:9][C:10](N(OC)C)=[O:11])=[CH:4][CH:3]=1.Br[C:25]1[CH:30]=[CH:29][N:28]=[C:27]([CH3:31])[CH:26]=1, predict the reaction product. The product is: [Br:1][C:2]1[CH:7]=[CH:6][C:5]([CH:8]([C:16]2[CH:21]=[CH:20][C:19]([Cl:22])=[CH:18][C:17]=2[CH3:23])[CH2:9][C:10]([C:25]2[CH:30]=[CH:29][N:28]=[C:27]([CH3:31])[CH:26]=2)=[O:11])=[CH:4][CH:3]=1. (2) Given the reactants [CH3:1][O:2][CH2:3][CH:4]1[NH:9][C:8](=[S:10])[CH2:7][CH2:6][CH2:5]1.[F:11][C:12]([F:19])([F:18])[S:13]([O:16]C)(=[O:15])=[O:14], predict the reaction product. The product is: [F:11][C:12]([F:19])([F:18])[S:13]([O-:16])(=[O:15])=[O:14].[CH3:1][O:2][CH2:3][CH:4]1[CH2:5][CH2:6][CH2:7][C:8]([S:10][CH3:12])=[NH+:9]1. (3) The product is: [Cl:1][C:2]1[N:7]=[C:6]([C:14]2[CH:15]=[CH:16][C:11]([F:10])=[CH:12][C:13]=2[O:20][CH3:21])[C:5]([F:9])=[CH:4][N:3]=1. Given the reactants [Cl:1][C:2]1[N:7]=[C:6](Cl)[C:5]([F:9])=[CH:4][N:3]=1.[F:10][C:11]1[CH:16]=[CH:15][C:14](B(O)O)=[C:13]([O:20][CH3:21])[CH:12]=1.C(=O)([O-])[O-].[K+].[K+], predict the reaction product. (4) Given the reactants [F:1][C:2]([F:19])([F:18])[C:3]1[CH:17]=[CH:16][C:6]([O:7][C:8]2[CH:13]=[CH:12][C:11]([CH2:14]O)=[CH:10][CH:9]=2)=[CH:5][CH:4]=1.S(Cl)([Cl:22])=O.N1C2C=CC=CC=2N=N1, predict the reaction product. The product is: [Cl:22][CH2:14][C:11]1[CH:12]=[CH:13][C:8]([O:7][C:6]2[CH:16]=[CH:17][C:3]([C:2]([F:19])([F:18])[F:1])=[CH:4][CH:5]=2)=[CH:9][CH:10]=1. (5) Given the reactants [CH3:1][N:2]([CH3:32])[C:3]1[CH:8]=[CH:7][CH:6]=[C:5]([C:9]([C:14]2[N:22](S(C3C=CC=CC=3)(=O)=O)[C:17]3=[N:18][CH:19]=[CH:20][CH:21]=[C:16]3[CH:15]=2)=[CH:10][CH:11]([CH3:13])[CH3:12])[CH:4]=1.[OH-].[Na+], predict the reaction product. The product is: [CH3:32][N:2]([CH3:1])[C:3]1[CH:8]=[CH:7][CH:6]=[C:5]([C:9]([C:14]2[NH:22][C:17]3=[N:18][CH:19]=[CH:20][CH:21]=[C:16]3[CH:15]=2)=[CH:10][CH:11]([CH3:13])[CH3:12])[CH:4]=1. (6) The product is: [CH3:15][O:16][C:17]1[N:18]=[CH:19][C:20]([N:5]2[CH2:6][C@H:1]3[CH2:7][C@@H:4]2[CH2:3][N:2]3[C:8]([O:10][C:11]([CH3:14])([CH3:13])[CH3:12])=[O:9])=[CH:21][CH:22]=1. Given the reactants [C@@H:1]12[CH2:7][C@@H:4]([NH:5][CH2:6]1)[CH2:3][N:2]2[C:8]([O:10][C:11]([CH3:14])([CH3:13])[CH3:12])=[O:9].[CH3:15][O:16][C:17]1[CH:22]=[CH:21][C:20](Br)=[CH:19][N:18]=1, predict the reaction product. (7) Given the reactants [Cl-].C(C[P+](C)(C)C)#N.C[Si]([N-][Si](C)(C)C)(C)C.[K+].[F:19][C:20]1[CH:25]=[CH:24][CH:23]=[CH:22][C:21]=1[CH:26](O)[CH3:27].[F:29][C:30]1([F:58])[CH2:35][CH2:34][N:33]([C:36]([C:38]2[NH:39][C:40]3[C:45]([CH:46]=2)=[CH:44][C:43]([C:47]([N:49]2[CH2:54][CH2:53][N:52]([CH:55]([CH3:57])[CH3:56])[CH2:51][CH2:50]2)=[O:48])=[CH:42][CH:41]=3)=[O:37])[CH2:32][CH2:31]1, predict the reaction product. The product is: [F:58][C:30]1([F:29])[CH2:35][CH2:34][N:33]([C:36]([C:38]2[N:39]([CH:26]([C:21]3[CH:22]=[CH:23][CH:24]=[CH:25][C:20]=3[F:19])[CH3:27])[C:40]3[C:45]([CH:46]=2)=[CH:44][C:43]([C:47]([N:49]2[CH2:50][CH2:51][N:52]([CH:55]([CH3:56])[CH3:57])[CH2:53][CH2:54]2)=[O:48])=[CH:42][CH:41]=3)=[O:37])[CH2:32][CH2:31]1. (8) Given the reactants N[C:2]1[CH:6]=[CH:5][NH:4][N:3]=1.ClC(O[CH2:11][C:12]1C=CC=[CH:14][CH:13]=1)=O.[C:18](=O)([O-:20])[O-:19].[K+].[K+].CO, predict the reaction product. The product is: [CH2:5]([NH:4][C:18](=[O:19])[OH:20])[C:6]1[CH:2]=[CH:14][CH:13]=[CH:12][CH:11]=1.[NH:3]1[CH:2]=[CH:6][CH:5]=[N:4]1.